This data is from Forward reaction prediction with 1.9M reactions from USPTO patents (1976-2016). The task is: Predict the product of the given reaction. Given the reactants BrC1[CH:14]=[CH:13][C:12]2[C:11]3[C:6](=[CH:7][C:8](Br)=[CH:9][CH:10]=3)[C:5]([CH3:17])([CH3:16])C=2C=1.[CH2:18]([Li])[CH2:19][CH2:20][CH3:21].[CH3:23]I.Cl.N, predict the reaction product. The product is: [CH3:21][C:20]1[CH:14]=[CH:13][C:12]2[C:11]3[C:6](=[CH:7][C:8]([CH3:23])=[CH:9][CH:10]=3)[C:5]([CH3:16])([CH3:17])[C:18]=2[CH:19]=1.